This data is from NCI-60 drug combinations with 297,098 pairs across 59 cell lines. The task is: Regression. Given two drug SMILES strings and cell line genomic features, predict the synergy score measuring deviation from expected non-interaction effect. (1) Drug 1: CC1OCC2C(O1)C(C(C(O2)OC3C4COC(=O)C4C(C5=CC6=C(C=C35)OCO6)C7=CC(=C(C(=C7)OC)O)OC)O)O. Drug 2: COC1=CC(=CC(=C1O)OC)C2C3C(COC3=O)C(C4=CC5=C(C=C24)OCO5)OC6C(C(C7C(O6)COC(O7)C8=CC=CS8)O)O. Cell line: 786-0. Synergy scores: CSS=36.5, Synergy_ZIP=2.34, Synergy_Bliss=2.05, Synergy_Loewe=-0.0781, Synergy_HSA=5.95. (2) Drug 1: C1CCN(CC1)CCOC2=CC=C(C=C2)C(=O)C3=C(SC4=C3C=CC(=C4)O)C5=CC=C(C=C5)O. Drug 2: CC1C(C(CC(O1)OC2CC(CC3=C2C(=C4C(=C3O)C(=O)C5=C(C4=O)C(=CC=C5)OC)O)(C(=O)C)O)N)O.Cl. Cell line: RPMI-8226. Synergy scores: CSS=51.7, Synergy_ZIP=2.48, Synergy_Bliss=1.22, Synergy_Loewe=-35.4, Synergy_HSA=-0.788. (3) Drug 1: COC1=C(C=C2C(=C1)N=CN=C2NC3=CC(=C(C=C3)F)Cl)OCCCN4CCOCC4. Drug 2: CC1C(C(CC(O1)OC2CC(CC3=C2C(=C4C(=C3O)C(=O)C5=C(C4=O)C(=CC=C5)OC)O)(C(=O)CO)O)N)O.Cl. Cell line: K-562. Synergy scores: CSS=37.6, Synergy_ZIP=2.22, Synergy_Bliss=2.71, Synergy_Loewe=-10.4, Synergy_HSA=3.09.